From a dataset of Catalyst prediction with 721,799 reactions and 888 catalyst types from USPTO. Predict which catalyst facilitates the given reaction. (1) Reactant: C(OC(=O)[CH2:5][O:6][C@H:7]1[CH2:10][C@H:9]([N:11]2[C:16](=[O:17])[C:15]([CH2:18][C:19]3[CH:24]=[CH:23][C:22]([C:25]4[CH:30]=[CH:29][CH:28]=[CH:27][C:26]=4[C:31]#[N:32])=[CH:21][C:20]=3[F:33])=[C:14]([CH2:34][CH2:35][CH3:36])[N:13]3[N:37]=[CH:38][N:39]=[C:12]23)[CH2:8]1)C.C[Mg]Br.Cl. Product: [F:33][C:20]1[CH:21]=[C:22]([C:25]2[C:26]([C:31]#[N:32])=[CH:27][CH:28]=[CH:29][CH:30]=2)[CH:23]=[CH:24][C:19]=1[CH2:18][C:15]1[C:16](=[O:17])[N:11]([C@H:9]2[CH2:10][C@H:7]([O:6][CH2:5][C:7]([OH:6])([CH3:10])[CH3:8])[CH2:8]2)[C:12]2[N:13]([N:37]=[CH:38][N:39]=2)[C:14]=1[CH2:34][CH2:35][CH3:36]. The catalyst class is: 7. (2) Reactant: [Cl:1][C:2]1[CH:35]=[CH:34][CH:33]=[C:32]([Cl:36])[C:3]=1[CH2:4][CH2:5][NH:6][C:7]([C:9]1[CH:31]=[CH:30][C:12]([O:13][C:14]2[CH:19]=[CH:18][C:17]([CH2:20][C:21]([O:23]C(C)(C)C)=[O:22])=[CH:16][C:15]=2[C:28]#[N:29])=[CH:11][CH:10]=1)=[O:8].C(O)(C(F)(F)F)=O. Product: [C:28]([C:15]1[CH:16]=[C:17]([CH2:20][C:21]([OH:23])=[O:22])[CH:18]=[CH:19][C:14]=1[O:13][C:12]1[CH:30]=[CH:31][C:9]([C:7](=[O:8])[NH:6][CH2:5][CH2:4][C:3]2[C:2]([Cl:1])=[CH:35][CH:34]=[CH:33][C:32]=2[Cl:36])=[CH:10][CH:11]=1)#[N:29]. The catalyst class is: 4. (3) Reactant: [F:1][C:2]1[CH:8]=[CH:7][C:5]([NH2:6])=[CH:4][C:3]=1[CH3:9].CS(O[CH:15]([CH2:19][CH2:20][CH3:21])[CH2:16][CH2:17][CH3:18])(=O)=O.C([O-])(O)=O.[Na+].O. Product: [CH2:18]([NH:6][C:5]1[CH:7]=[CH:8][C:2]([F:1])=[C:3]([CH3:9])[CH:4]=1)[CH2:17][CH2:16][CH2:15][CH2:19][CH2:20][CH3:21]. The catalyst class is: 10. (4) Reactant: [NH:1](C(OC(C)(C)C)=O)[C@H:2]([C:5]([OH:7])=[O:6])[CH2:3][NH2:4].[NH:15]1[CH:19]=[CH:18][N:17]=[C:16]1[CH2:20][CH2:21][NH2:22].[C:23]([OH:29])([C:25]([F:28])([F:27])[F:26])=[O:24]. Product: [NH2:1][C@H:2]([C:5]([OH:7])=[O:6])[CH2:3][NH2:4].[OH:29][C:23]([C:25]([F:28])([F:27])[F:26])=[O:24].[NH:15]1[CH:19]=[CH:18][N:17]=[C:16]1[CH2:20][CH2:21][NH2:22]. The catalyst class is: 2.